From a dataset of Forward reaction prediction with 1.9M reactions from USPTO patents (1976-2016). Predict the product of the given reaction. (1) Given the reactants [C:1]1([C:7]2([CH3:18])[C:12](=[O:13])[N:11]([CH2:14][CH3:15])[C:10](=[O:16])[NH:9][C:8]2=[O:17])[CH2:6][CH2:5][CH2:4][CH2:3][CH:2]=1.Br[CH2:20][C:21]([C:23]1[CH:28]=[CH:27][CH:26]=[C:25]([F:29])[CH:24]=1)=[O:22], predict the reaction product. The product is: [C:1]1([C:7]2([CH3:18])[C:12](=[O:13])[N:11]([CH2:14][CH3:15])[C:10](=[O:16])[N:9]([CH2:20][C:21]([C:23]3[CH:28]=[CH:27][CH:26]=[C:25]([F:29])[CH:24]=3)=[O:22])[C:8]2=[O:17])[CH2:6][CH2:5][CH2:4][CH2:3][CH:2]=1. (2) Given the reactants [N:1]1([CH:6]([CH2:20][CH2:21][CH2:22][CH2:23][CH3:24])[CH2:7][CH2:8][CH2:9][CH2:10][CH2:11][CH2:12][CH2:13][CH2:14][CH2:15][CH2:16]CC#N)[CH:5]=[CH:4][N:3]=[CH:2]1.[OH-:25].[Na+].[CH3:27][CH2:28][OH:29], predict the reaction product. The product is: [N:1]1([CH:6]([CH2:20][CH2:21][CH2:22][CH2:23][CH3:24])[CH2:7][CH2:8][CH2:9][CH2:10][CH2:11][CH2:12][CH2:13][CH2:14][CH2:15][CH2:16][CH2:27][C:28]([OH:25])=[O:29])[CH:5]=[CH:4][N:3]=[CH:2]1. (3) Given the reactants Cl[C:2]1[C:7]([CH:8]=[O:9])=[C:6]([N:10]2[CH2:22][CH2:21][N:13]3[C:14]4[CH2:15][CH2:16][CH2:17][CH2:18][C:19]=4[CH:20]=[C:12]3[C:11]2=[O:23])[N:5]=[CH:4][CH:3]=1.[CH3:24][C@H:25]1[CH2:30][N:29]([CH:31]2[CH2:34][O:33][CH2:32]2)[C@H:28]([CH3:35])[CH2:27][N:26]1[C:36]1[CH:37]=[CH:38][C:39]([NH:42][C:43]2[C:44](=[O:59])[N:45]([CH3:58])[CH:46]=[C:47](B3OC(C)(C)C(C)(C)O3)[CH:48]=2)=[N:40][CH:41]=1.[O-]P([O-])([O-])=O.[K+].[K+].[K+].C([O-])(=O)C.[Na+], predict the reaction product. The product is: [CH3:24][C@H:25]1[CH2:30][N:29]([CH:31]2[CH2:34][O:33][CH2:32]2)[C@H:28]([CH3:35])[CH2:27][N:26]1[C:36]1[CH:37]=[CH:38][C:39]([NH:42][C:43]2[C:44](=[O:59])[N:45]([CH3:58])[CH:46]=[C:47]([C:2]3[C:7]([CH:8]=[O:9])=[C:6]([N:10]4[CH:22]=[CH:21][N:13]5[C:14]6[CH2:15][CH2:16][CH2:17][CH2:18][C:19]=6[CH:20]=[C:12]5[C:11]4=[O:23])[N:5]=[CH:4][CH:3]=3)[CH:48]=2)=[N:40][CH:41]=1. (4) Given the reactants [NH2:1][C@H:2]([CH2:19][CH:20]([CH3:22])[CH3:21])[C:3]([NH:5][C:6]1[CH:11]=[CH:10][C:9]([C:12]2[O:16][CH:15]=[N:14][CH:13]=2)=[C:8]([O:17][CH3:18])[CH:7]=1)=[O:4].[Cl:23][C:24]1[CH:31]=[CH:30][C:27]([CH:28]=O)=[CH:26][CH:25]=1.C(N(CC)C(C)C)(C)C.[BH4-].[Na+], predict the reaction product. The product is: [Cl:23][C:24]1[CH:31]=[CH:30][C:27]([CH2:28][NH:1][C@H:2]([CH2:19][CH:20]([CH3:22])[CH3:21])[C:3]([NH:5][C:6]2[CH:11]=[CH:10][C:9]([C:12]3[O:16][CH:15]=[N:14][CH:13]=3)=[C:8]([O:17][CH3:18])[CH:7]=2)=[O:4])=[CH:26][CH:25]=1. (5) Given the reactants CN(C(ON1N=NC2C=CC=NC1=2)=[N+](C)C)C.F[P-](F)(F)(F)(F)F.[CH3:25][O:26][CH:27]([O:34][CH3:35])[CH2:28][NH:29][CH2:30][CH2:31][CH2:32][CH3:33].[CH:36]([C:39]1[S:40][CH:41]=[C:42]([C:44]([N:46]2[CH2:51][C:50]3([CH2:56][CH2:55][N:54]([CH2:57][CH2:58][O:59][C:60]4[CH:73]=[CH:72][CH:71]=[CH:70][C:61]=4[CH2:62][CH2:63][O:64][CH2:65][CH2:66][C:67](O)=[O:68])[CH2:53][CH2:52]3)[O:49][CH2:48][CH2:47]2)=[O:45])[N:43]=1)([CH3:38])[CH3:37].CCN(C(C)C)C(C)C, predict the reaction product. The product is: [CH2:30]([N:29]([CH2:28][CH:27]([O:26][CH3:25])[O:34][CH3:35])[C:67](=[O:68])[CH2:66][CH2:65][O:64][CH2:63][CH2:62][C:61]1[CH:70]=[CH:71][CH:72]=[CH:73][C:60]=1[O:59][CH2:58][CH2:57][N:54]1[CH2:53][CH2:52][C:50]2([O:49][CH2:48][CH2:47][N:46]([C:44]([C:42]3[N:43]=[C:39]([CH:36]([CH3:38])[CH3:37])[S:40][CH:41]=3)=[O:45])[CH2:51]2)[CH2:56][CH2:55]1)[CH2:31][CH2:32][CH3:33]. (6) Given the reactants [OH:1][CH2:2][CH2:3][O:4][C:5]1[CH:10]=[CH:9][C:8]([CH:11]2[CH2:16][CH2:15][N:14]([C:17]([O:19][C:20]([CH3:23])([CH3:22])[CH3:21])=[O:18])[CH2:13][CH:12]2[O:24][CH2:25][C:26]2[CH:35]=[C:34]([O:36][CH2:37][C:38]3[CH:43]=[CH:42][CH:41]=[CH:40][C:39]=3[O:44][CH3:45])[C:33]3[C:28](=[CH:29][CH:30]=[CH:31][CH:32]=3)[CH:27]=2)=[CH:7][CH:6]=1.[C:46](Cl)(=[O:53])[C:47]1[CH:52]=[CH:51][CH:50]=[CH:49][CH:48]=1, predict the reaction product. The product is: [C:46]([O:1][CH2:2][CH2:3][O:4][C:5]1[CH:6]=[CH:7][C:8]([CH:11]2[CH2:16][CH2:15][N:14]([C:17]([O:19][C:20]([CH3:22])([CH3:21])[CH3:23])=[O:18])[CH2:13][CH:12]2[O:24][CH2:25][C:26]2[CH:35]=[C:34]([O:36][CH2:37][C:38]3[CH:43]=[CH:42][CH:41]=[CH:40][C:39]=3[O:44][CH3:45])[C:33]3[C:28](=[CH:29][CH:30]=[CH:31][CH:32]=3)[CH:27]=2)=[CH:9][CH:10]=1)(=[O:53])[C:47]1[CH:52]=[CH:51][CH:50]=[CH:49][CH:48]=1.